This data is from Catalyst prediction with 721,799 reactions and 888 catalyst types from USPTO. The task is: Predict which catalyst facilitates the given reaction. The catalyst class is: 7. Reactant: CCOC(/N=N/C(OCC)=O)=O.[CH3:13][O:14][C:15](=[O:34])[C@H:16]([CH2:24][C:25]1[CH:30]=[C:29]([Cl:31])[C:28]([OH:32])=[C:27]([Cl:33])[CH:26]=1)[NH:17][C:18](=[O:23])[C:19]([F:22])([F:21])[F:20].[C:35]1([C:41]2[O:42][C:43]3[C:49]([CH2:50]O)=[CH:48][CH:47]=[CH:46][C:44]=3[N:45]=2)[CH:40]=[CH:39][CH:38]=[CH:37][CH:36]=1.C1(P(C2C=CC=CC=2)C2C=CC=CC=2)C=CC=CC=1. Product: [CH3:13][O:14][C:15](=[O:34])[C@H:16]([CH2:24][C:25]1[CH:26]=[C:27]([Cl:33])[C:28]([O:32][CH2:50][C:49]2[C:43]3[O:42][C:41]([C:35]4[CH:40]=[CH:39][CH:38]=[CH:37][CH:36]=4)=[N:45][C:44]=3[CH:46]=[CH:47][CH:48]=2)=[C:29]([Cl:31])[CH:30]=1)[NH:17][C:18](=[O:23])[C:19]([F:22])([F:20])[F:21].